From a dataset of Catalyst prediction with 721,799 reactions and 888 catalyst types from USPTO. Predict which catalyst facilitates the given reaction. Reactant: Cl.[NH2:2][C:3]1[N:8]=[CH:7][C:6]([OH:9])=[CH:5][CH:4]=1.[O:10]=[C:11]1[N:15]([C:16]2[CH:21]=[CH:20][CH:19]=[CH:18][CH:17]=2)[N:14]2[CH2:22][CH2:23][CH2:24][C:13]2=[C:12]1[C:25](O)=[O:26].C1C=NC2N(O)N=NC=2C=1.CCN=C=NCCCN(C)C. Product: [OH:9][C:6]1[CH:5]=[CH:4][C:3]([NH:2][C:25]([C:12]2[C:11](=[O:10])[N:15]([C:16]3[CH:17]=[CH:18][CH:19]=[CH:20][CH:21]=3)[N:14]3[CH2:22][CH2:23][CH2:24][C:13]=23)=[O:26])=[N:8][CH:7]=1. The catalyst class is: 18.